From a dataset of Reaction yield outcomes from USPTO patents with 853,638 reactions. Predict the reaction yield, written as a fraction of the theoretical maximum amount of product (1.0 means a 100% yield; for example, 0.34 means a 34% yield). (1) The reactants are [Cl:1][CH2:2][C:3]([NH:5][CH2:6][C:7]1[S:8][C:9]([C:12]2[CH:17]=[C:16]([CH2:18][CH3:19])[C:15](=[O:20])[NH:14][C:13]=2[CH3:21])=[CH:10][CH:11]=1)=[O:4].[NH:22]1[CH2:26][CH2:25][CH2:24][CH2:23]1.C(=O)([O-])[O-].[K+].[K+]. The catalyst is C(#N)C.Cl.CCOC(C)=O. The product is [ClH:1].[CH2:18]([C:16]1[C:15](=[O:20])[NH:14][C:13]([CH3:21])=[C:12]([C:9]2[S:8][C:7]([CH2:6][NH:5][C:3](=[O:4])[CH2:2][N:22]3[CH2:26][CH2:25][CH2:24][CH2:23]3)=[CH:11][CH:10]=2)[CH:17]=1)[CH3:19]. The yield is 0.330. (2) The reactants are C[O:2][C:3](=[O:23])[C:4]1[CH:9]=[CH:8][C:7]([O:10][CH2:11][C:12]2[C:13]([CH2:19][CH2:20][CH2:21][CH3:22])=[N:14][O:15][C:16]=2[CH2:17][OH:18])=[N:6][CH:5]=1.[OH-].[Na+]. The catalyst is O1CCOCC1. The product is [CH2:19]([C:13]1[C:12]([CH2:11][O:10][C:7]2[CH:8]=[CH:9][C:4]([C:3]([OH:23])=[O:2])=[CH:5][N:6]=2)=[C:16]([CH2:17][OH:18])[O:15][N:14]=1)[CH2:20][CH2:21][CH3:22]. The yield is 1.00.